This data is from Catalyst prediction with 721,799 reactions and 888 catalyst types from USPTO. The task is: Predict which catalyst facilitates the given reaction. (1) Reactant: C(OC([N:8]1[CH2:13][CH2:12][C:11]([CH3:39])([N:14]2[CH2:19][CH2:18][CH:17]([N:20]3[C@H:24]([C:25]4[CH:30]=[CH:29][CH:28]=[CH:27][CH:26]=4)[CH2:23][N:22]([CH:31]4[CH2:36][CH2:35][CH:34]([OH:37])[CH2:33][CH2:32]4)[C:21]3=[O:38])[CH2:16][CH2:15]2)[CH2:10][CH2:9]1)=O)(C)(C)C.C(O)(C(F)(F)F)=O. Product: [OH:37][CH:34]1[CH2:35][CH2:36][CH:31]([N:22]2[CH2:23][C@@H:24]([C:25]3[CH:26]=[CH:27][CH:28]=[CH:29][CH:30]=3)[N:20]([CH:17]3[CH2:16][CH2:15][N:14]([C:11]4([CH3:39])[CH2:12][CH2:13][NH:8][CH2:9][CH2:10]4)[CH2:19][CH2:18]3)[C:21]2=[O:38])[CH2:32][CH2:33]1. The catalyst class is: 2. (2) Reactant: [Cl:1][C:2]1[CH:10]=[C:9]2[C:5]([CH2:6][C:7](=O)[NH:8]2)=[CH:4][CH:3]=1.CN(C)C1C=CC=CC=1.O=P(Cl)(Cl)[Cl:23]. Product: [Cl:23][C:7]1[NH:8][C:9]2[C:5]([CH:6]=1)=[CH:4][CH:3]=[C:2]([Cl:1])[CH:10]=2. The catalyst class is: 11. (3) Reactant: [C:1]([C:3]1[CH:12]=[CH:11][C:10]2[C:5](=[CH:6][CH:7]=[CH:8][CH:9]=2)[C:4]=1[C:13]1[C:22]2[C:17](=[CH:18][CH:19]=[CH:20][CH:21]=2)[CH:16]=[CH:15][C:14]=1[P:23]([C:31]1[CH:36]=[CH:35][CH:34]=[CH:33][CH:32]=1)([C:25]1[CH:30]=[CH:29][CH:28]=[CH:27][CH:26]=1)=[O:24])#[N:2].OO.C(=O)([O-])[O-:40].[K+].[K+]. Product: [C:1]([C:3]1[CH:12]=[CH:11][C:10]2[C:5](=[CH:6][CH:7]=[CH:8][CH:9]=2)[C:4]=1[C:13]1[C:22]2[C:17](=[CH:18][CH:19]=[CH:20][CH:21]=2)[CH:16]=[CH:15][C:14]=1[P:23]([C:25]1[CH:26]=[CH:27][CH:28]=[CH:29][CH:30]=1)([C:31]1[CH:36]=[CH:35][CH:34]=[CH:33][CH:32]=1)=[O:24])(=[O:40])[NH2:2]. The catalyst class is: 58. (4) Reactant: [C:1]([C:5]1[CH:10]=[CH:9][C:8]([C:11]2[CH:12]=[C:13]3[C:17](=[CH:18][CH:19]=2)[N:16]([C:20]2[CH:25]=[CH:24][C:23]([O:26][CH:27]4[CH2:31][CH2:30][CH2:29][CH2:28]4)=[CH:22][CH:21]=2)[C:15]([CH:32]=O)=[CH:14]3)=[CH:7][CH:6]=1)([CH3:4])([CH3:3])[CH3:2].Cl.[CH2:35]([O:37][C:38](=[O:42])[CH2:39][NH:40][CH3:41])[CH3:36].C([O-])(=O)C.[Na+].[BH3-]C#N.[Na+]. The catalyst class is: 72. Product: [CH2:35]([O:37][C:38](=[O:42])[CH2:39][N:40]([CH2:32][C:15]1[N:16]([C:20]2[CH:21]=[CH:22][C:23]([O:26][CH:27]3[CH2:31][CH2:30][CH2:29][CH2:28]3)=[CH:24][CH:25]=2)[C:17]2[C:13]([CH:14]=1)=[CH:12][C:11]([C:8]1[CH:7]=[CH:6][C:5]([C:1]([CH3:4])([CH3:2])[CH3:3])=[CH:10][CH:9]=1)=[CH:19][CH:18]=2)[CH3:41])[CH3:36]. (5) Reactant: [Br:1][C:2]1[C:3]([CH3:12])=[C:4]([N+:9]([O-])=O)[C:5]([CH3:8])=[N:6][CH:7]=1.CCO.[Cl-].[NH4+]. Product: [Br:1][C:2]1[C:3]([CH3:12])=[C:4]([NH2:9])[C:5]([CH3:8])=[N:6][CH:7]=1. The catalyst class is: 150.